Dataset: Full USPTO retrosynthesis dataset with 1.9M reactions from patents (1976-2016). Task: Predict the reactants needed to synthesize the given product. (1) Given the product [F:16][C:15]([F:18])([F:17])[CH2:14][S:11]([NH:10][C:4]1[C:5]([O:8][CH3:9])=[N:6][CH:7]=[C:2]([B:22]2[O:23][C:24]([CH3:26])([CH3:25])[C:20]([CH3:36])([CH3:19])[O:21]2)[CH:3]=1)(=[O:13])=[O:12], predict the reactants needed to synthesize it. The reactants are: Br[C:2]1[CH:3]=[C:4]([NH:10][S:11]([CH2:14][C:15]([F:18])([F:17])[F:16])(=[O:13])=[O:12])[C:5]([O:8][CH3:9])=[N:6][CH:7]=1.[CH3:19][C:20]1([CH3:36])[C:24]([CH3:26])([CH3:25])[O:23][B:22]([B:22]2[O:23][C:24]([CH3:26])([CH3:25])[C:20]([CH3:36])([CH3:19])[O:21]2)[O:21]1.CC([O-])=O.[K+].C(Cl)Cl. (2) Given the product [NH2:11][C@H:4]([CH:1]1[CH2:3][CH2:2]1)[C:5]1([OH:10])[CH2:9][CH2:8][CH2:7][CH2:6]1, predict the reactants needed to synthesize it. The reactants are: [CH:1]1([C@@H:4]([NH:11][C@@H](C2C=CC=CC=2)C)[C:5]2([OH:10])[CH2:9][CH:8]=[CH:7][CH2:6]2)[CH2:3][CH2:2]1.